From a dataset of Forward reaction prediction with 1.9M reactions from USPTO patents (1976-2016). Predict the product of the given reaction. Given the reactants C(O)=O.[Cl:4][C:5]1[CH:6]=[C:7]([C:13]2[CH:17]=[CH:16][N:15]([CH2:18][C@@H:19]([NH:21][C:22]([C:24]3[NH:28][N:27]=[C:26]([C:29]4[N:30]=[CH:31][N:32](C(C5C=CC=CC=5)(C5C=CC=CC=5)C5C=CC=CC=5)[CH:33]=4)[CH:25]=3)=[O:23])[CH3:20])[N:14]=2)[CH:8]=[CH:9][C:10]=1[C:11]#[N:12], predict the reaction product. The product is: [Cl:4][C:5]1[CH:6]=[C:7]([C:13]2[CH:17]=[CH:16][N:15]([CH2:18][C@@H:19]([NH:21][C:22]([C:24]3[NH:28][N:27]=[C:26]([C:29]4[N:30]=[CH:31][NH:32][CH:33]=4)[CH:25]=3)=[O:23])[CH3:20])[N:14]=2)[CH:8]=[CH:9][C:10]=1[C:11]#[N:12].